Predict the product of the given reaction. From a dataset of Forward reaction prediction with 1.9M reactions from USPTO patents (1976-2016). (1) Given the reactants [Br:1][C:2]1[CH:11]=[CH:10][CH:9]=[C:8]2[C:3]=1[CH2:4][CH2:5][O:6][CH:7]2[C:12](O)=[O:13].B.C1COCC1, predict the reaction product. The product is: [Br:1][C:2]1[CH:11]=[CH:10][CH:9]=[C:8]2[C:3]=1[CH2:4][CH2:5][O:6][CH:7]2[CH2:12][OH:13]. (2) Given the reactants [C:1]1([N:7]2[C:11](=[O:12])[N:10]=[N:9][C:8]2=[O:13])[CH:6]=[CH:5][CH:4]=[CH:3][CH:2]=1.[Si:14]([O:21][C@@H:22]1[C@@:39]2([CH3:40])[C:26](=[CH:27][CH:28]=[C:29]3[C@@H:38]2[CH2:37][CH2:36][C@@:34]2([CH3:35])[C@H:30]3[CH2:31][CH2:32][C@@H:33]2[CH2:41][O:42]CCC(N(C)C)=O)[CH2:25][C@@H:24]([O:50][Si:51]([C:54]([CH3:57])([CH3:56])[CH3:55])([CH3:53])[CH3:52])[CH2:23]1)([C:17]([CH3:20])([CH3:19])[CH3:18])([CH3:16])[CH3:15].O1CCCC1.CC(C)([O-])C.[K+], predict the reaction product. The product is: [C:1]1([N:7]2[C:8](=[O:13])[N:9]=[N:10][C:11]2=[O:12])[CH:2]=[CH:3][CH:4]=[CH:5][CH:6]=1.[Si:14]([O:21][C@@H:22]1[C@@:39]2([CH3:40])[C:26](=[CH:27][CH:28]=[C:29]3[C@@H:38]2[CH2:37][CH2:36][C@@:34]2([CH3:35])[C@H:30]3[CH2:31][CH2:32][C@@H:33]2[CH2:41][OH:42])[CH2:25][C@@H:24]([O:50][Si:51]([C:54]([CH3:57])([CH3:56])[CH3:55])([CH3:52])[CH3:53])[CH2:23]1)([C:17]([CH3:20])([CH3:19])[CH3:18])([CH3:16])[CH3:15]. (3) The product is: [F:33][C:30]1[CH:31]=[C:32]2[C:27]([CH2:26][CH2:25][N:24]2[CH:21]2[CH2:22][CH2:23][N:18]([C:15]3[N:16]=[N:17][C:12]([C:5]4[CH:4]=[N:3][C:2]([CH3:1])=[CH:7][CH:6]=4)=[CH:13][CH:14]=3)[CH2:19][CH2:20]2)=[CH:28][CH:29]=1. Given the reactants [CH3:1][C:2]1[CH:7]=[CH:6][C:5](B(O)O)=[CH:4][N:3]=1.Cl[C:12]1[N:17]=[N:16][C:15]([N:18]2[CH2:23][CH2:22][CH:21]([N:24]3[C:32]4[C:27](=[CH:28][CH:29]=[C:30]([F:33])[CH:31]=4)[CH2:26][CH2:25]3)[CH2:20][CH2:19]2)=[CH:14][CH:13]=1, predict the reaction product. (4) Given the reactants [Br:1][C:2]1[CH:3]=[C:4]2[C:9](=[CH:10][CH:11]=1)[N:8]=[C:7](Cl)[C:6]([O:13][C:14]1[CH:19]=[CH:18][CH:17]=[CH:16][CH:15]=1)=[C:5]2[C:20]([F:23])([F:22])[F:21].BrC1C=[C:27]2[C:32](=CC=1)[NH:31][C:30](=O)[C:29](OC1C=CC=CC=1)=C2O, predict the reaction product. The product is: [Br:1][C:2]1[CH:3]=[C:4]2[C:9](=[CH:10][CH:11]=1)[N:8]=[C:7]([N:31]([CH2:32][CH3:27])[CH2:30][CH3:29])[C:6]([O:13][C:14]1[CH:19]=[CH:18][CH:17]=[CH:16][CH:15]=1)=[C:5]2[C:20]([F:23])([F:22])[F:21]. (5) Given the reactants [F:1][C:2]1[CH:3]=[C:4]([C:8]2[C:17]3[C:12](=[CH:13][C:14]([CH3:18])=[CH:15][CH:16]=3)[N+:11]([O-])=[CH:10][CH:9]=2)[CH:5]=[CH:6][CH:7]=1.C[Si]([C:24]#[N:25])(C)C.CN(C)C(Cl)=O.C([O-])(O)=O.[Na+], predict the reaction product. The product is: [F:1][C:2]1[CH:3]=[C:4]([C:8]2[C:17]3[C:12](=[CH:13][C:14]([CH3:18])=[CH:15][CH:16]=3)[N:11]=[C:10]([C:24]#[N:25])[CH:9]=2)[CH:5]=[CH:6][CH:7]=1. (6) Given the reactants [NH:1]1[CH:5]=[C:4]([CH2:6][CH2:7][NH:8][C:9](=[O:24])[NH:10][CH:11]([CH2:15][C:16]2[CH:21]=[CH:20][C:19]([O:22][CH3:23])=[CH:18][CH:17]=2)[C:12]([OH:14])=O)[N:3]=[CH:2]1.FC(F)(F)C(O)=O.[CH2:32]([O:36][C:37]1([CH:43]2[CH2:48][CH2:47][CH2:46][CH2:45][CH2:44]2)[CH2:42][CH2:41][NH:40][CH2:39][CH2:38]1)[CH2:33][CH2:34][CH3:35].C(Cl)CCl.C1C=CC2N(O)N=NC=2C=1.C(O)(=O)CC(CC(O)=O)(C(O)=O)O, predict the reaction product. The product is: [CH2:32]([O:36][C:37]1([CH:43]2[CH2:48][CH2:47][CH2:46][CH2:45][CH2:44]2)[CH2:38][CH2:39][N:40]([C:12](=[O:14])[CH:11]([NH:10][C:9]([NH:8][CH2:7][CH2:6][C:4]2[N:3]=[CH:2][NH:1][CH:5]=2)=[O:24])[CH2:15][C:16]2[CH:21]=[CH:20][C:19]([O:22][CH3:23])=[CH:18][CH:17]=2)[CH2:41][CH2:42]1)[CH2:33][CH2:34][CH3:35].